Dataset: Full USPTO retrosynthesis dataset with 1.9M reactions from patents (1976-2016). Task: Predict the reactants needed to synthesize the given product. The reactants are: [F:1][C:2]1[CH:3]=[C:4]2[N:10]([CH3:11])[N:9]=[C:8]([C:12]3[CH:17]=[CH:16][C:15]([OH:18])=[CH:14][CH:13]=3)[C:5]2=[N:6][CH:7]=1.[H-].[Na+].[CH3:21][O:22][CH2:23][CH2:24][N:25]1[C:29]2=[N:30][CH:31]=[CH:32][CH:33]=[C:28]2[N:27]=[C:26]1S(C)(=O)=O.O. Given the product [F:1][C:2]1[CH:3]=[C:4]2[N:10]([CH3:11])[N:9]=[C:8]([C:12]3[CH:17]=[CH:16][C:15]([O:18][C:26]4[N:25]([CH2:24][CH2:23][O:22][CH3:21])[C:29]5=[N:30][CH:31]=[CH:32][CH:33]=[C:28]5[N:27]=4)=[CH:14][CH:13]=3)[C:5]2=[N:6][CH:7]=1, predict the reactants needed to synthesize it.